Dataset: Full USPTO retrosynthesis dataset with 1.9M reactions from patents (1976-2016). Task: Predict the reactants needed to synthesize the given product. (1) Given the product [CH2:1]([O:3][C:4]([C:6]1[CH:7]=[C:8]2[N:13]([C:14]=1[C:15]1[CH:16]=[N:17][C:18]([CH3:21])=[CH:19][CH:20]=1)[CH:12]=[CH:11][C:10]([CH2:22][N:23]1[CH:30]=[C:29]([C:28]([OH:33])([C:27]([F:35])([F:34])[F:26])[CH2:31][CH3:32])[N:25]=[N:24]1)=[CH:9]2)=[O:5])[CH3:2], predict the reactants needed to synthesize it. The reactants are: [CH2:1]([O:3][C:4]([C:6]1[CH:7]=[C:8]2[N:13]([C:14]=1[C:15]1[CH:16]=[N:17][C:18]([CH3:21])=[CH:19][CH:20]=1)[CH:12]=[CH:11][C:10]([CH2:22][N:23]=[N+:24]=[N-:25])=[CH:9]2)=[O:5])[CH3:2].[F:26][C:27]([F:35])([F:34])[C:28]([OH:33])([CH2:31][CH3:32])[C:29]#[CH:30]. (2) Given the product [CH2:1]([O:3][C:4](=[O:21])[CH2:5][N:6]1[CH:10]=[C:9]([S:11][S:11][C:9]2[CH:8]=[N:7][N:6]([CH2:5][C:4]([O:3][CH2:1][CH3:2])=[O:21])[CH:10]=2)[CH:8]=[N:7]1)[CH3:2], predict the reactants needed to synthesize it. The reactants are: [CH2:1]([O:3][C:4](=[O:21])[CH2:5][N:6]1[CH:10]=[C:9]([S:11]CC2C=CC(OC)=CC=2)[CH:8]=[N:7]1)[CH3:2]. (3) Given the product [CH:17]1([C@@H:2]2[C:3]([C:11]3[CH:12]=[CH:13][CH:14]=[CH:15][CH:16]=3)([C:5]3[CH:10]=[CH:9][CH:8]=[CH:7][CH:6]=3)[O:4][B:24]([O:29][CH3:33])[NH:1]2)[CH2:22][CH2:21][CH2:20][CH2:19][CH2:18]1, predict the reactants needed to synthesize it. The reactants are: [NH2:1][C@H:2]([CH:17]1[CH2:22][CH2:21][CH2:20][CH2:19][CH2:18]1)[C:3]([C:11]1[CH:16]=[CH:15][CH:14]=[CH:13][CH:12]=1)([C:5]1[CH:10]=[CH:9][CH:8]=[CH:7][CH:6]=1)[OH:4].C[B:24]1[O:29]B(C)OB(C)O1.O1CCC[CH2:33]1. (4) The reactants are: [CH3:1][O:2][C:3]1[CH:11]=[CH:10][C:6]([C:7]([OH:9])=O)=[CH:5][C:4]=1/[CH:12]=[CH:13]/[C:14]1[CH:19]=[CH:18][C:17]([O:20][C:21]([F:24])([F:23])[F:22])=[CH:16][CH:15]=1.[NH2:25][CH:26]([CH2:29][OH:30])[CH2:27][OH:28]. Given the product [OH:28][CH2:27][CH:26]([NH:25][C:7](=[O:9])[C:6]1[CH:10]=[CH:11][C:3]([O:2][CH3:1])=[C:4](/[CH:12]=[CH:13]/[C:14]2[CH:19]=[CH:18][C:17]([O:20][C:21]([F:23])([F:22])[F:24])=[CH:16][CH:15]=2)[CH:5]=1)[CH2:29][OH:30], predict the reactants needed to synthesize it. (5) The reactants are: [CH2:1]1[CH2:10][O:9][C:8]2[CH:7]=[CH:6][C:5]([NH:11][C:12]3[N:17]=[C:16]([NH:18][C:19]4[CH:24]=[CH:23][C:22]5[O:25][CH2:26][CH2:27][O:28][C:21]=5[CH:20]=4)[C:15]([C:29]4C=C[CH:32]=[CH:31][CH:30]=4)=[CH:14][N:13]=3)=[CH:4][C:3]=2[O:2]1.C1COC2C=CC(NC3N=C(NC4C=CC5OCCOC=5C=4)C(Br)=CN=3)=CC=2[O:36]1.O1C=CC=C1B(O)O. Given the product [CH2:1]1[CH2:10][O:9][C:8]2[CH:7]=[CH:6][C:5]([NH:11][C:12]3[N:17]=[C:16]([NH:18][C:19]4[CH:24]=[CH:23][C:22]5[O:25][CH2:26][CH2:27][O:28][C:21]=5[CH:20]=4)[C:15]([C:29]4[O:36][CH:32]=[CH:31][CH:30]=4)=[CH:14][N:13]=3)=[CH:4][C:3]=2[O:2]1, predict the reactants needed to synthesize it. (6) Given the product [OH:1][C:2]1[CH:3]=[C:4]([CH:8]=[CH:9][CH:10]=1)[C:5]([NH:17][CH2:20][CH2:21][CH3:22])=[O:7], predict the reactants needed to synthesize it. The reactants are: [OH:1][C:2]1[CH:3]=[C:4]([CH:8]=[CH:9][CH:10]=1)[C:5]([OH:7])=O.O=S(Cl)Cl.CC[N:17]([CH2:20][CH3:21])CC.[CH2:22]1COCC1. (7) The reactants are: [CH3:1][C:2]1[C:7](/[CH:8]=[CH:9]/[C:10]([O:12]C)=[O:11])=[CH:6][CH:5]=[C:4]([C:14]([F:17])([F:16])[F:15])[N:3]=1.[OH-].[Na+]. Given the product [CH3:1][C:2]1[C:7](/[CH:8]=[CH:9]/[C:10]([OH:12])=[O:11])=[CH:6][CH:5]=[C:4]([C:14]([F:16])([F:15])[F:17])[N:3]=1, predict the reactants needed to synthesize it. (8) Given the product [C:83]([O:85][CH2:74][C@@H:63]([O:61][C:56](=[O:55])[C:14]1[CH:15]=[CH:16][CH:17]=[CH:18][CH:19]=1)[CH2:62][C@@H:23]1[C@H:22]([O:21][CH3:20])[C@@H:26]([CH2:27][S:28]([C:31]2[CH:36]=[CH:35][CH:34]=[CH:33][CH:32]=2)(=[O:29])=[O:30])[C@H:25]([CH2:37][C@@H:38]2[C:43](=[CH2:44])[C@H:42]([CH3:45])[CH2:41][C@H:40]([CH2:52][CH2:53][CH2:54][O:55][C:56](=[O:61])[C:57]([CH3:58])([CH3:60])[CH3:59])[O:39]2)[O:24]1)(=[O:84])[C:92]1[CH:91]=[CH:62][CH:23]=[CH:22][CH:26]=1, predict the reactants needed to synthesize it. The reactants are: [C:14]1(P([C:14]2[CH:19]=[CH:18][CH:17]=[CH:16][CH:15]=2)[C:14]2[CH:19]=[CH:18][CH:17]=[CH:16][CH:15]=2)[CH:19]=[CH:18][CH:17]=[CH:16][CH:15]=1.[CH3:20][O:21][C@@H:22]1[C@@H:26]([CH2:27][S:28]([C:31]2[CH:36]=[CH:35][CH:34]=[CH:33][CH:32]=2)(=[O:30])=[O:29])[C@H:25]([CH2:37][C@@H:38]2[C:43](=[CH2:44])[C@@:42](OC(=O)COC)([CH3:45])[CH2:41][C@H:40]([CH2:52][CH2:53][CH2:54][O:55][C:56](=[O:61])[C:57]([CH3:60])([CH3:59])[CH3:58])[O:39]2)[O:24][C@@H:23]1[CH2:62][C@@H:63]([C:74]1C=CC=CC=1C([O-])=O)CC1C=CC=CC=1C([O-])=O.[CH:83]([OH:85])=[O:84].C(N([CH2:91][CH3:92])CC)C. (9) Given the product [CH2:1]([O:3]/[C:4](=[CH:10]\[C:11]1[CH:16]=[CH:15][C:14]([C:17]2[CH:22]=[CH:21][CH:20]=[C:19]([N:23]([CH3:24])[C:33]([NH:32][C:29]3[CH:30]=[CH:31][C:26]([CH3:25])=[CH:27][CH:28]=3)=[O:34])[CH:18]=2)=[CH:13][CH:12]=1)/[C:5]([O:7][CH2:8][CH3:9])=[O:6])[CH3:2], predict the reactants needed to synthesize it. The reactants are: [CH2:1]([O:3]/[C:4](=[CH:10]\[C:11]1[CH:16]=[CH:15][C:14]([C:17]2[CH:22]=[CH:21][CH:20]=[C:19]([NH:23][CH3:24])[CH:18]=2)=[CH:13][CH:12]=1)/[C:5]([O:7][CH2:8][CH3:9])=[O:6])[CH3:2].[CH3:25][C:26]1[CH:31]=[CH:30][C:29]([N:32]=[C:33]=[O:34])=[CH:28][CH:27]=1.